Dataset: Peptide-MHC class II binding affinity with 134,281 pairs from IEDB. Task: Regression. Given a peptide amino acid sequence and an MHC pseudo amino acid sequence, predict their binding affinity value. This is MHC class II binding data. (1) The peptide sequence is IHLVIHRIRTLIGQE. The MHC is HLA-DQA10501-DQB10402 with pseudo-sequence HLA-DQA10501-DQB10402. The binding affinity (normalized) is 0.820. (2) The MHC is HLA-DQA10102-DQB10602 with pseudo-sequence HLA-DQA10102-DQB10602. The binding affinity (normalized) is 0.529. The peptide sequence is RMMEYGTTMVSYQPL. (3) The peptide sequence is SELYLYKVVKIEPLGVAP. The MHC is HLA-DPA10103-DPB10401 with pseudo-sequence HLA-DPA10103-DPB10401. The binding affinity (normalized) is 0.701. (4) The peptide sequence is KCPSTGEAHLAEENE. The MHC is DRB1_0802 with pseudo-sequence DRB1_0802. The binding affinity (normalized) is 0. (5) The peptide sequence is MASSSSVLLVVVLFA. The MHC is HLA-DQA10102-DQB10502 with pseudo-sequence HLA-DQA10102-DQB10502. The binding affinity (normalized) is 0.207. (6) The peptide sequence is VVSRLLIPVPFDPPA. The MHC is DRB1_0101 with pseudo-sequence DRB1_0101. The binding affinity (normalized) is 0.332. (7) The peptide sequence is KAQGKTLGVNMVRRG. The MHC is HLA-DQA10201-DQB10303 with pseudo-sequence HLA-DQA10201-DQB10303. The binding affinity (normalized) is 0.528.